Dataset: CYP2D6 inhibition data for predicting drug metabolism from PubChem BioAssay. Task: Regression/Classification. Given a drug SMILES string, predict its absorption, distribution, metabolism, or excretion properties. Task type varies by dataset: regression for continuous measurements (e.g., permeability, clearance, half-life) or binary classification for categorical outcomes (e.g., BBB penetration, CYP inhibition). Dataset: cyp2d6_veith. (1) The compound is Cc1cnc(CNc2ncncc2-c2c(C)noc2C)cn1. The result is 0 (non-inhibitor). (2) The compound is CN(C)C(=O)c1ccc(-c2ccc3ncnc(N4CCNCC4)c3c2)cc1. The result is 0 (non-inhibitor). (3) The drug is C=CCN1CCc2cc(O)c(O)cc2[C@H](c2ccccc2)C1. The result is 1 (inhibitor). (4) The compound is N#CCCn1c(=O)c(CCc2ccccc2)nc2cnc(Oc3ccccc3)nc21. The result is 0 (non-inhibitor). (5) The molecule is O=C(c1cccc(F)c1)N1CCC2(CC1)CN(C(c1ccccc1)c1ccccc1)C2. The result is 0 (non-inhibitor).